Dataset: Catalyst prediction with 721,799 reactions and 888 catalyst types from USPTO. Task: Predict which catalyst facilitates the given reaction. Reactant: [OH:1][C:2]1[CH:9]=[CH:8][C:5]([CH:6]=[O:7])=[CH:4][CH:3]=1.[CH3:10][C:11]1[CH:18]=[CH:17][CH:16]=[CH:15][C:12]=1[CH2:13]Br.C(=O)([O-])[O-].[Cs+].[Cs+].O. Product: [CH3:10][C:11]1[CH:18]=[CH:17][CH:16]=[CH:15][C:12]=1[CH2:13][O:1][C:2]1[CH:9]=[CH:8][C:5]([CH:6]=[O:7])=[CH:4][CH:3]=1. The catalyst class is: 9.